This data is from Full USPTO retrosynthesis dataset with 1.9M reactions from patents (1976-2016). The task is: Predict the reactants needed to synthesize the given product. (1) Given the product [CH3:19][N:20]([CH3:35])[CH2:21][CH2:22][NH:23][C:24]([C:26]1[C:30]([CH3:31])=[C:29]([CH:32]=[C:13]2[C:12]3[C:16](=[CH:17][C:9]([C:4]4[CH:5]=[CH:6][CH:7]=[CH:8][C:3]=4[O:2][CH3:1])=[CH:10][CH:11]=3)[NH:15][C:14]2=[O:18])[NH:28][C:27]=1[CH3:34])=[O:25], predict the reactants needed to synthesize it. The reactants are: [CH3:1][O:2][C:3]1[CH:8]=[CH:7][CH:6]=[CH:5][C:4]=1[C:9]1[CH:17]=[C:16]2[C:12]([CH2:13][C:14](=[O:18])[NH:15]2)=[CH:11][CH:10]=1.[CH3:19][N:20]([CH3:35])[CH2:21][CH2:22][NH:23][C:24]([C:26]1[C:30]([CH3:31])=[C:29]([CH:32]=O)[NH:28][C:27]=1[CH3:34])=[O:25]. (2) Given the product [O:28]=[C:19]1[N:18]([CH2:17][CH:14]2[CH2:13][CH2:12][N:11]([C:4]3[C:5]4[CH:10]=[CH:9][N+:8]([O-:34])=[CH:7][C:6]=4[N:1]=[CH:2][N:3]=3)[CH2:16][CH2:15]2)[CH2:27][C:26]2[C:21](=[CH:22][CH:23]=[CH:24][CH:25]=2)[NH:20]1, predict the reactants needed to synthesize it. The reactants are: [N:1]1[C:6]2[CH:7]=[N:8][CH:9]=[CH:10][C:5]=2[C:4]([N:11]2[CH2:16][CH2:15][CH:14]([CH2:17][N:18]3[CH2:27][C:26]4[C:21](=[CH:22][CH:23]=[CH:24][CH:25]=4)[NH:20][C:19]3=[O:28])[CH2:13][CH2:12]2)=[N:3][CH:2]=1.ClC1C=C(C=CC=1)C(OO)=[O:34].C(=O)(O)[O-].[Na+].C(#N)C.O. (3) Given the product [Cl:17][C:18]1[C:19]([O:46][CH2:45][CH2:35][CH2:44][CH:39]2[CH2:40][CH2:41][CH2:43][CH2:37]2)=[CH:20][C:21]([F:33])=[C:22]([CH:32]=1)[C:23]([NH:25][S:26](=[O:31])(=[O:30])[N:27]([CH3:29])[CH3:28])=[O:24], predict the reactants needed to synthesize it. The reactants are: ClC1C(F)=CC(F)=C(C=1)C(NS(C)(=O)=O)=O.[Cl:17][C:18]1[C:19](F)=[CH:20][C:21]([F:33])=[C:22]([CH:32]=1)[C:23]([NH:25][S:26](=[O:31])(=[O:30])[N:27]([CH3:29])[CH3:28])=[O:24].[C:35]12([CH2:45][OH:46])[CH2:44][CH:39]3[CH2:40][CH:41]([CH2:43][CH:37](C3)C1)C2.C1(CCCO)CCCC1. (4) Given the product [Br:12][C:13]1[CH:21]=[CH:20][C:16]([C:17]2[O:18][CH:2]=[C:3]([C:5]3[CH:10]=[CH:9][C:8]([CH3:11])=[CH:7][CH:6]=3)[N:19]=2)=[CH:15][CH:14]=1, predict the reactants needed to synthesize it. The reactants are: Br[CH2:2][C:3]([C:5]1[CH:10]=[CH:9][C:8]([CH3:11])=[CH:7][CH:6]=1)=O.[Br:12][C:13]1[CH:21]=[CH:20][C:16]([C:17]([NH2:19])=[O:18])=[CH:15][CH:14]=1.C(=O)(O)[O-].[Na+]. (5) Given the product [Cl:18][C:19]1[CH:20]=[CH:21][C:22]([N:25]2[C:29]([C:2]3[CH:3]=[CH:4][C:5]4[N:6]([C:8]([C:11]5[CH:16]=[CH:15][C:14]([F:17])=[CH:13][CH:12]=5)=[CH:9][N:10]=4)[CH:7]=3)=[CH:28][CH:27]=[N:26]2)=[CH:23][CH:24]=1, predict the reactants needed to synthesize it. The reactants are: Br[C:2]1[CH:3]=[CH:4][C:5]2[N:6]([C:8]([C:11]3[CH:16]=[CH:15][C:14]([F:17])=[CH:13][CH:12]=3)=[CH:9][N:10]=2)[CH:7]=1.[Cl:18][C:19]1[CH:24]=[CH:23][C:22]([N:25]2[C:29](B3OC(C)(C)C(C)(C)O3)=[CH:28][CH:27]=[N:26]2)=[CH:21][CH:20]=1. (6) Given the product [CH2:1]1[C:9]2[C:4](=[CH:5][CH:6]=[C:7]([C:10](=[O:12])[CH3:11])[CH:8]=2)[CH2:3][CH2:2]1, predict the reactants needed to synthesize it. The reactants are: [CH2:1]1[C:9]2[C:4](=[CH:5][CH:6]=[CH:7][CH:8]=2)[CH2:3][CH2:2]1.[C:10](OC(=O)C)(=[O:12])[CH3:11]. (7) Given the product [CH3:1][O:2][C:3]1[CH:4]=[C:5]([O:15][C:16]2[CH:17]=[N:18][C:19]([CH2:22][O:23][CH3:24])=[CH:20][CH:21]=2)[CH:6]=[C:7]2[C:11]=1[NH:10][C:9]([C:12]([NH2:28])=[O:13])=[CH:8]2, predict the reactants needed to synthesize it. The reactants are: [CH3:1][O:2][C:3]1[CH:4]=[C:5]([O:15][C:16]2[CH:17]=[N:18][C:19]([CH2:22][O:23][CH3:24])=[CH:20][CH:21]=2)[CH:6]=[C:7]2[C:11]=1[NH:10][C:9]([C:12](O)=[O:13])=[CH:8]2.Cl.C([N:28]=C=NCCCN(C)C)C.ON1C2C=CC=CC=2N=N1.[OH-].[NH4+]. (8) The reactants are: [CH3:1][C:2]([CH3:27])([CH3:26])[C:3]#[C:4][C:5]1[S:9][C:8]([C:10]([O:12][CH3:13])=[O:11])=[C:7]([NH:14][C@H:15]2[CH2:19][CH2:18][N:17]([C@H:20]3[CH2:24][CH2:23][O:22][CH2:21]3)[C:16]2=[O:25])[CH:6]=1.N1C=CC=CC=1.[CH3:34][C@H:35]1[CH2:40][CH2:39][C@H:38]([C:41](Cl)=[O:42])[CH2:37][CH2:36]1. Given the product [CH3:1][C:2]([CH3:27])([CH3:26])[C:3]#[C:4][C:5]1[S:9][C:8]([C:10]([O:12][CH3:13])=[O:11])=[C:7]([N:14]([C:41]([C@H:38]2[CH2:39][CH2:40][C@H:35]([CH3:34])[CH2:36][CH2:37]2)=[O:42])[C@H:15]2[CH2:19][CH2:18][N:17]([C@H:20]3[CH2:24][CH2:23][O:22][CH2:21]3)[C:16]2=[O:25])[CH:6]=1, predict the reactants needed to synthesize it. (9) Given the product [CH2:17]([O:6]/[CH:5]=[C:4](/[CH2:3][C:2]([CH3:8])([CH3:7])[CH3:1])\[CH:15]=[O:14])[CH3:18], predict the reactants needed to synthesize it. The reactants are: [CH3:1][C:2]([CH3:8])([CH3:7])[CH2:3][CH2:4][CH:5]=[O:6].C[O-].[Na+].C([O:14][CH3:15])=O.Br[CH2:17][CH3:18].